Dataset: Reaction yield outcomes from USPTO patents with 853,638 reactions. Task: Predict the reaction yield, written as a fraction of the theoretical maximum amount of product (1.0 means a 100% yield; for example, 0.34 means a 34% yield). (1) The reactants are C[Al](C)C.[CH3:5][O:6][C:7]1[CH:8]=[C:9]([CH2:15][CH2:16][C:17]2[CH:18]=[C:19]([NH2:22])[NH:20][N:21]=2)[CH:10]=[C:11]([O:13][CH3:14])[CH:12]=1.[CH3:23][N:24]1[CH2:29][CH:28]=[C:27]([C:30]2[N:31]=[CH:32][C:33]([C:36](OC)=[O:37])=[N:34][CH:35]=2)[CH2:26][CH2:25]1. The catalyst is C1(C)C=CC=CC=1. The product is [CH3:14][O:13][C:11]1[CH:10]=[C:9]([CH2:15][CH2:16][C:17]2[CH:18]=[C:19]([NH:22][C:36]([C:33]3[CH:32]=[N:31][C:30]([C:27]4[CH2:28][CH2:29][N:24]([CH3:23])[CH2:25][CH:26]=4)=[CH:35][N:34]=3)=[O:37])[NH:20][N:21]=2)[CH:8]=[C:7]([O:6][CH3:5])[CH:12]=1. The yield is 0.240. (2) The reactants are O[CH2:2][C:3]1[CH:4]=[C:5]([CH:8]=[C:9]([C:11]([F:14])([F:13])[F:12])[CH:10]=1)[C:6]#[N:7].P(Br)(Br)[Br:16]. The catalyst is ClCCl. The product is [Br:16][CH2:2][C:3]1[CH:4]=[C:5]([CH:8]=[C:9]([C:11]([F:14])([F:13])[F:12])[CH:10]=1)[C:6]#[N:7]. The yield is 0.430. (3) The reactants are [F:1][C:2]([F:9])([F:8])[C:3]([O:5]CC)=O.[OH2:10].[NH2:11][CH2:12][CH2:13][CH2:14][N:15]([CH3:36])[CH2:16][CH2:17][CH2:18][NH:19][C:20]1[N:21]=[N+:22]([O-:35])[C:23]2[CH:29]=[C:28]([O:30][CH2:31][CH2:32][O:33][CH3:34])[CH:27]=[CH:26][C:24]=2[N:25]=1. The catalyst is CC#N. The product is [F:9][C:2]([F:1])([F:8])[C:3]([NH:11][CH2:12][CH2:13][CH2:14][N:15]([CH2:16][CH2:17][CH2:18][NH:19][C:20]1[N:21]=[N+:22]([O-:35])[C:23]2[CH:29]=[C:28]([O:30][CH2:31][CH2:32][O:33][CH3:34])[CH:27]=[CH:26][C:24]=2[N+:25]=1[O-:10])[CH3:36])=[O:5]. The yield is 0.870. (4) The reactants are [C:1](N1C=CN=C1)(N1C=CN=C1)=[S:2].[C:13]([O:17][C:18](=[O:32])[N:19]([CH2:22][CH2:23][O:24][C:25]1[CH:30]=[CH:29][C:28]([NH2:31])=[CH:27][CH:26]=1)[CH2:20][CH3:21])([CH3:16])([CH3:15])[CH3:14]. The catalyst is CN(C)C=O. The product is [C:13]([O:17][C:18](=[O:32])[N:19]([CH2:20][CH3:21])[CH2:22][CH2:23][O:24][C:25]1[CH:26]=[CH:27][C:28]([N:31]=[C:1]=[S:2])=[CH:29][CH:30]=1)([CH3:14])([CH3:15])[CH3:16]. The yield is 0.530.